From a dataset of Full USPTO retrosynthesis dataset with 1.9M reactions from patents (1976-2016). Predict the reactants needed to synthesize the given product. (1) Given the product [F:1][C:2]1[CH:3]=[CH:4][C:5]([N+:11]([O-:13])=[O:12])=[C:6]([CH2:7][OH:8])[CH:10]=1, predict the reactants needed to synthesize it. The reactants are: [F:1][C:2]1[CH:3]=[CH:4][C:5]([N+:11]([O-:13])=[O:12])=[C:6]([CH:10]=1)[C:7](O)=[O:8].B.CO. (2) The reactants are: [O:1]1[CH2:3][C@H:2]1[CH2:4][O:5][C:6]1[C:18]2[C:17]3[C:12](=[CH:13][CH:14]=[CH:15][CH:16]=3)[NH:11][C:10]=2[CH:9]=[CH:8][CH:7]=1.[CH:19]1[C:28]2[C:23](=[CH:24][CH:25]=[CH:26][CH:27]=2)[CH:22]=[CH:21][C:20]=1[N:29]1[CH2:36][C@H:35]2[NH:37][CH2:38][C@@H:30]1[CH2:31][CH:32]=[CH:33][CH2:34]2.CCN(C(C)C)C(C)C. Given the product [CH:9]1[C:10]2[NH:11][C:12]3[C:17](=[CH:16][CH:15]=[CH:14][CH:13]=3)[C:18]=2[C:6]([O:5][CH2:4][C@@H:2]([OH:1])[CH2:3][N:37]2[CH2:38][CH:30]3[N:29]([C:20]4[CH:21]=[CH:22][C:23]5[C:28](=[CH:27][CH:26]=[CH:25][CH:24]=5)[CH:19]=4)[CH2:36][CH:35]2[CH2:34][CH:33]=[CH:32][CH2:31]3)=[CH:7][CH:8]=1, predict the reactants needed to synthesize it. (3) The reactants are: [Cl:1][C:2]1[CH:10]=[C:9]([N+:11]([O-:13])=[O:12])[CH:8]=[C:7]([Cl:14])[C:3]=1[C:4]([OH:6])=[O:5].S(Cl)(Cl)=O.[CH2:19](Cl)Cl. Given the product [Cl:1][C:2]1[CH:10]=[C:9]([N+:11]([O-:13])=[O:12])[CH:8]=[C:7]([Cl:14])[C:3]=1[C:4]([O:6][CH3:19])=[O:5], predict the reactants needed to synthesize it.